From a dataset of Skin sensitization/reaction prediction data. Regression/Classification. Given a drug SMILES string, predict its toxicity properties. Task type varies by dataset: regression for continuous values (e.g., LD50, hERG inhibition percentage) or binary classification for toxic/non-toxic outcomes (e.g., AMES mutagenicity, cardiotoxicity, hepatotoxicity). Dataset: skin_reaction. (1) The compound is COC(=O)c1ccc(O)cc1. The result is 0 (no skin reaction). (2) The compound is CC(C)(C)OC(=O)N1CC(F)CC1C(N)=O. The result is 0 (no skin reaction).